From a dataset of Forward reaction prediction with 1.9M reactions from USPTO patents (1976-2016). Predict the product of the given reaction. Given the reactants Cl[C:2]1[C:7]([C:8]#[N:9])=[CH:6][CH:5]=[CH:4][N:3]=1.[OH-].[NH4+:11], predict the reaction product. The product is: [NH2:11][C:2]1[C:7]([C:8]#[N:9])=[CH:6][CH:5]=[CH:4][N:3]=1.